This data is from Retrosynthesis with 50K atom-mapped reactions and 10 reaction types from USPTO. The task is: Predict the reactants needed to synthesize the given product. (1) The reactants are: CCOC(=O)CC(C)NC(=O)c1cc(-c2ccc(OC(F)(F)F)cc2)cs1. Given the product CC(CC(=O)O)NC(=O)c1cc(-c2ccc(OC(F)(F)F)cc2)cs1, predict the reactants needed to synthesize it. (2) Given the product Cc1cc(-c2ccc3c(n2)N(C(=O)Nc2ncnc4[nH]nnc24)[C@H]2CCN3C2)ccn1, predict the reactants needed to synthesize it. The reactants are: Cc1cc(B(O)O)ccn1.O=C(Nc1ncnc2[nH]nnc12)N1c2nc(Cl)ccc2N2CC[C@H]1C2.